From a dataset of NCI-60 drug combinations with 297,098 pairs across 59 cell lines. Regression. Given two drug SMILES strings and cell line genomic features, predict the synergy score measuring deviation from expected non-interaction effect. (1) Drug 1: CS(=O)(=O)OCCCCOS(=O)(=O)C. Drug 2: C1=NNC2=C1C(=O)NC=N2. Cell line: SF-539. Synergy scores: CSS=2.45, Synergy_ZIP=-3.73, Synergy_Bliss=-3.64, Synergy_Loewe=-1.18, Synergy_HSA=-1.16. (2) Drug 1: CC(CN1CC(=O)NC(=O)C1)N2CC(=O)NC(=O)C2. Drug 2: C1CN1P(=S)(N2CC2)N3CC3. Cell line: NCI-H322M. Synergy scores: CSS=-6.22, Synergy_ZIP=2.13, Synergy_Bliss=-4.53, Synergy_Loewe=-10.2, Synergy_HSA=-9.59. (3) Drug 1: CCC(=C(C1=CC=CC=C1)C2=CC=C(C=C2)OCCN(C)C)C3=CC=CC=C3.C(C(=O)O)C(CC(=O)O)(C(=O)O)O. Drug 2: CC1CCC2CC(C(=CC=CC=CC(CC(C(=O)C(C(C(=CC(C(=O)CC(OC(=O)C3CCCCN3C(=O)C(=O)C1(O2)O)C(C)CC4CCC(C(C4)OC)OCCO)C)C)O)OC)C)C)C)OC. Cell line: HCT116. Synergy scores: CSS=7.08, Synergy_ZIP=-2.47, Synergy_Bliss=-2.86, Synergy_Loewe=0.433, Synergy_HSA=-0.303. (4) Drug 1: C1=CN(C(=O)N=C1N)C2C(C(C(O2)CO)O)O.Cl. Drug 2: CCC1(C2=C(COC1=O)C(=O)N3CC4=CC5=C(C=CC(=C5CN(C)C)O)N=C4C3=C2)O.Cl. Cell line: COLO 205. Synergy scores: CSS=69.8, Synergy_ZIP=-3.30, Synergy_Bliss=-2.82, Synergy_Loewe=5.14, Synergy_HSA=6.99. (5) Drug 1: CC1=C(C(CCC1)(C)C)C=CC(=CC=CC(=CC(=O)O)C)C. Drug 2: C(CCl)NC(=O)N(CCCl)N=O. Cell line: ACHN. Synergy scores: CSS=6.06, Synergy_ZIP=-3.45, Synergy_Bliss=-0.787, Synergy_Loewe=-1.13, Synergy_HSA=-1.11. (6) Drug 1: C1=NC2=C(N1)C(=S)N=C(N2)N. Drug 2: CC1C(C(CC(O1)OC2CC(CC3=C2C(=C4C(=C3O)C(=O)C5=CC=CC=C5C4=O)O)(C(=O)C)O)N)O. Cell line: IGROV1. Synergy scores: CSS=56.0, Synergy_ZIP=2.88, Synergy_Bliss=4.65, Synergy_Loewe=-13.6, Synergy_HSA=4.97. (7) Drug 1: CCC(=C(C1=CC=CC=C1)C2=CC=C(C=C2)OCCN(C)C)C3=CC=CC=C3.C(C(=O)O)C(CC(=O)O)(C(=O)O)O. Drug 2: C1=NC2=C(N1)C(=S)N=CN2. Synergy scores: CSS=35.8, Synergy_ZIP=-3.33, Synergy_Bliss=0.292, Synergy_Loewe=-19.8, Synergy_HSA=0.677. Cell line: NCIH23.